Dataset: Full USPTO retrosynthesis dataset with 1.9M reactions from patents (1976-2016). Task: Predict the reactants needed to synthesize the given product. (1) Given the product [OH:39][C:32]1([C:10]2[C:9]([OH:12])=[CH:8][C:4]3[O:5][CH2:6][CH2:7][N:2]([CH3:1])[C:3]=3[CH:11]=2)[C:33]2[C:38](=[CH:37][CH:36]=[CH:35][CH:34]=2)[N:30]([CH2:29][C@H:25]2[CH2:26][CH2:27][CH2:28][O:24]2)[C:31]1=[O:40], predict the reactants needed to synthesize it. The reactants are: [CH3:1][N:2]1[CH2:7][CH2:6][O:5][C:4]2[CH:8]=[C:9]([OH:12])[CH:10]=[CH:11][C:3]1=2.O1C2C(=CC=C(O)C=2)CCC1.[O:24]1[CH2:28][CH2:27][CH2:26][C@@H:25]1[CH2:29][N:30]1[C:38]2[C:33](=[CH:34][CH:35]=[CH:36][CH:37]=2)[C:32](=[O:39])[C:31]1=[O:40].C1(C(C2C=CC=CC=2)N2C3C(=CC=CC=3)C(=O)C2=O)C=CC=CC=1. (2) Given the product [C:3]1(=[CH:2][CH2:1][O:4][C:5]2[CH:14]=[CH:13][C:8]([C:9]([O:11][CH3:12])=[O:10])=[CH:7][CH:6]=2)[CH2:18][CH2:17][CH2:16][CH2:15]1, predict the reactants needed to synthesize it. The reactants are: [CH2:1]([O:4][C:5]1[CH:14]=[CH:13][C:8]([C:9]([O:11][CH3:12])=[O:10])=[CH:7][CH:6]=1)[CH:2]=[CH2:3].[CH2:15]=[C:16]1CC[CH2:18][CH2:17]1. (3) Given the product [C:1]([O:5][C:6]([NH:8][CH2:9][C:10]([N:12]([CH2:14][C:15]([O:17][C@@:20]1([CH2:18][CH3:19])[C:48]2[CH:47]=[C:46]3[N:26]([CH2:27][C:28]4[C:29]3=[N:30][C:31]3[C:32]5[C:33]=4[N:34]([CH2:41][CH2:42][CH2:43][CH2:44][CH3:45])[CH:35]=[N:36][C:37]=5[CH:38]=[CH:39][CH:40]=3)[C:25](=[O:49])[C:24]=2[CH2:23][O:22][C:21]1=[O:50])=[O:16])[CH3:13])=[O:11])=[O:7])([CH3:4])([CH3:2])[CH3:3], predict the reactants needed to synthesize it. The reactants are: [C:1]([O:5][C:6]([NH:8][CH2:9][C:10]([N:12]([CH2:14][C:15]([OH:17])=[O:16])[CH3:13])=[O:11])=[O:7])([CH3:4])([CH3:3])[CH3:2].[CH2:18]([C@:20]1(O)[C:48]2[CH:47]=[C:46]3[N:26]([CH2:27][C:28]4[C:29]3=[N:30][C:31]3[C:32]5[C:33]=4[N:34]([CH2:41][CH2:42][CH2:43][CH2:44][CH3:45])[CH:35]=[N:36][C:37]=5[CH:38]=[CH:39][CH:40]=3)[C:25](=[O:49])[C:24]=2[CH2:23][O:22][C:21]1=[O:50])[CH3:19].Cl.C(N=C=NCCCN(C)C)C. (4) The reactants are: [F:1][C:2]([F:24])([F:23])[C:3]1[CH:22]=[CH:21][CH:20]=[CH:19][C:4]=1[O:5][CH:6]1[CH2:11][CH2:10][N:9]([C:12]2[S:13][CH:14]=[C:15]([CH:17]=O)[N:16]=2)[CH2:8][CH2:7]1.C(O)(=O)[CH2:26][C:27]([OH:29])=[O:28].N1CCCCC1. Given the product [F:1][C:2]([F:24])([F:23])[C:3]1[CH:22]=[CH:21][CH:20]=[CH:19][C:4]=1[O:5][CH:6]1[CH2:7][CH2:8][N:9]([C:12]2[S:13][CH:14]=[C:15]([CH:17]=[CH:26][C:27]([OH:29])=[O:28])[N:16]=2)[CH2:10][CH2:11]1, predict the reactants needed to synthesize it.